Dataset: Forward reaction prediction with 1.9M reactions from USPTO patents (1976-2016). Task: Predict the product of the given reaction. (1) Given the reactants [Cl:1][C:2]1[CH:3]=[CH:4][C:5]([C:28]([F:31])([F:30])[F:29])=[C:6]([CH:27]=1)[CH2:7][N:8]1[CH2:13][CH2:12][NH:11][C:10]2[N:14]=[CH:15][C:16]([C:18]3[CH:26]=[CH:25][C:21]([C:22](O)=[O:23])=[CH:20][CH:19]=3)=[CH:17][C:9]1=2.[NH2:32][CH2:33][C:34]1[CH:35]=[N:36][CH:37]=[CH:38][CH:39]=1, predict the reaction product. The product is: [Cl:1][C:2]1[CH:3]=[CH:4][C:5]([C:28]([F:30])([F:31])[F:29])=[C:6]([CH:27]=1)[CH2:7][N:8]1[CH2:13][CH2:12][NH:11][C:10]2[N:14]=[CH:15][C:16]([C:18]3[CH:19]=[CH:20][C:21]([C:22]([NH:32][CH2:33][C:34]4[CH:35]=[N:36][CH:37]=[CH:38][CH:39]=4)=[O:23])=[CH:25][CH:26]=3)=[CH:17][C:9]1=2. (2) The product is: [CH2:39]([O:38][C:36](=[O:37])[CH2:35][CH2:41][CH2:42][O:18][C:15]1[CH:16]=[CH:17][C:12]([O:11][C:10]2[CH:20]=[CH:21][C:22]([CH2:24][CH3:25])=[CH:23][C:9]=2[O:8][CH2:1][C:2]2[CH:3]=[CH:4][CH:5]=[CH:6][CH:7]=2)=[C:13]([F:19])[CH:14]=1)[CH3:40]. Given the reactants [CH2:1]([O:8][C:9]1[CH:23]=[C:22]([CH2:24][CH3:25])[CH:21]=[CH:20][C:10]=1[O:11][C:12]1[CH:17]=[CH:16][C:15]([OH:18])=[CH:14][C:13]=1[F:19])[C:2]1[CH:7]=[CH:6][CH:5]=[CH:4][CH:3]=1.C(=O)([O-])[O-].[K+].[K+].[Na+].[I-].Br[CH:35]([CH2:41][CH3:42])[C:36]([O:38][CH2:39][CH3:40])=[O:37].C([N+](CCCC)(CCCC)CCCC)CCC.[NH4+].[Cl-], predict the reaction product. (3) Given the reactants [Cl:1][C:2]1[C:11]2[CH2:10][CH2:9][CH2:8][CH2:7][C:6]=2[N:5]=[C:4]([O:12][CH2:13][C:14]2[CH:19]=[CH:18][CH:17]=[CH:16][N:15]=2)[CH:3]=1.F[C:21]1[C:26](B2OC(C)(C)C(C)(C)O2)=[CH:25][CH:24]=[CH:23][N:22]=1.[CH3:36][O:37]C1C=CC=C(OC)C=1C1C=CC=CC=1P(C1CCCCC1)C1CCCCC1.C(=O)([O-])[O-].[K+].[K+], predict the reaction product. The product is: [ClH:1].[CH3:36][O:37][C:21]1[C:26]([C:2]2[C:11]3[CH2:10][CH2:9][CH2:8][CH2:7][C:6]=3[N:5]=[C:4]([O:12][CH2:13][C:14]3[CH:19]=[CH:18][CH:17]=[CH:16][N:15]=3)[CH:3]=2)=[CH:25][CH:24]=[CH:23][N:22]=1. (4) Given the reactants [C:1]([O:4][CH2:5][C:6]1[C:11](B2OC(C)(C)C(C)(C)O2)=[CH:10][C:9]([F:21])=[CH:8][C:7]=1[N:22]1[C:34](=[O:35])[C:33]2[N:25]([C:26]3[CH:27]4[CH2:36][CH:30]([C:31]=3[CH:32]=2)[CH2:29][CH2:28]4)[CH2:24][CH2:23]1)(=[O:3])[CH3:2].Br[C:38]1[CH:39]=[C:40]([NH:46][C:47]2[CH:52]=[CH:51][C:50]([N:53]3[CH2:58][CH2:57][N:56]([CH:59]4[CH2:62][O:61][CH2:60]4)[CH2:55][CH2:54]3)=[CH:49][N:48]=2)[C:41](=[O:45])[N:42]([CH3:44])[CH:43]=1.C([O-])([O-])=O.[Na+].[Na+].O, predict the reaction product. The product is: [C:1]([O:4][CH2:5][C:6]1[C:7]([N:22]2[C:34](=[O:35])[C:33]3[N:25]([C:26]4[CH:27]5[CH2:36][CH:30]([C:31]=4[CH:32]=3)[CH2:29][CH2:28]5)[CH2:24][CH2:23]2)=[CH:8][C:9]([F:21])=[CH:10][C:11]=1[C:38]1[CH:39]=[C:40]([NH:46][C:47]2[CH:52]=[CH:51][C:50]([N:53]3[CH2:58][CH2:57][N:56]([CH:59]4[CH2:60][O:61][CH2:62]4)[CH2:55][CH2:54]3)=[CH:49][N:48]=2)[C:41](=[O:45])[N:42]([CH3:44])[CH:43]=1)(=[O:3])[CH3:2]. (5) Given the reactants [CH3:1][N:2]1[CH:6]=[CH:5][CH:4]=[C:3]1[CH:7]=O.[Cl-].[Cl:10][C:11]1[CH:36]=[CH:35][CH:34]=[C:33]([O:37][CH3:38])[C:12]=1[CH2:13][P+](C1C=CC=CC=1)(C1C=CC=CC=1)C1C=CC=CC=1, predict the reaction product. The product is: [Cl:10][C:11]1[CH:36]=[CH:35][CH:34]=[C:33]([O:37][CH3:38])[C:12]=1[CH:13]=[CH:7][C:3]1[N:2]([CH3:1])[CH:6]=[CH:5][CH:4]=1.